This data is from Catalyst prediction with 721,799 reactions and 888 catalyst types from USPTO. The task is: Predict which catalyst facilitates the given reaction. (1) Reactant: [OH:1][C@H:2]1[C@H:7]([NH:8][C:9](=[O:15])[O:10][C:11]([CH3:14])([CH3:13])[CH3:12])[CH:6]=[C:5]([C:16]2[CH:21]=[CH:20][N:19]=[CH:18][C:17]=2[N+:22]([O-:24])=[O:23])[CH2:4][C@@H:3]1[CH3:25].[C:26]([O:30][CH3:31])(=[O:29])[CH:27]=[CH2:28].C(=O)([O-])[O-].[Cs+].[Cs+].C([O-])(O)=O.[Na+]. Product: [C:11]([O:10][C:9]([NH:8][C@@H:7]1[CH:6]=[C:5]([C:16]2[CH:21]=[CH:20][N:19]=[CH:18][C:17]=2[N+:22]([O-:24])=[O:23])[CH2:4][C@H:3]([CH3:25])[C@H:2]1[O:1][CH2:28][CH2:27][C:26]([O:30][CH3:31])=[O:29])=[O:15])([CH3:12])([CH3:13])[CH3:14]. The catalyst class is: 664. (2) The catalyst class is: 10. Product: [Cl:1][C:2]1[CH:3]=[CH:4][C:5]([O:25][CH3:26])=[C:6]([C@@:8]2([F:24])[C:16]3[C:11](=[CH:12][C:13]([C:17]([F:19])([F:18])[F:20])=[CH:14][CH:15]=3)[N:10]([CH2:21][O:37][CH:36]3[C@H:35]([O:34][CH2:27][C:28]4[CH:29]=[CH:30][CH:31]=[CH:32][CH:33]=4)[C@@H:41]([O:42][CH2:43][C:44]4[CH:49]=[CH:48][CH:47]=[CH:46][CH:45]=4)[C@@H:40]([O:50][CH2:51][C:52]4[CH:53]=[CH:54][CH:55]=[CH:56][CH:57]=4)[C@@H:39]([CH2:58][O:59][CH2:60][C:61]4[CH:62]=[CH:63][CH:64]=[CH:65][CH:66]=4)[O:38]3)[C:9]2=[O:23])[CH:7]=1. Reactant: [Cl:1][C:2]1[CH:3]=[CH:4][C:5]([O:25][CH3:26])=[C:6]([C@@:8]2([F:24])[C:16]3[C:11](=[CH:12][C:13]([C:17]([F:20])([F:19])[F:18])=[CH:14][CH:15]=3)[N:10]([CH2:21]Cl)[C:9]2=[O:23])[CH:7]=1.[CH2:27]([O:34][C@@H:35]1[C@@H:41]([O:42][CH2:43][C:44]2[CH:49]=[CH:48][CH:47]=[CH:46][CH:45]=2)[C@H:40]([O:50][CH2:51][C:52]2[CH:57]=[CH:56][CH:55]=[CH:54][CH:53]=2)[C@@H:39]([CH2:58][O:59][CH2:60][C:61]2[CH:66]=[CH:65][CH:64]=[CH:63][CH:62]=2)[O:38][CH:36]1[OH:37])[C:28]1[CH:33]=[CH:32][CH:31]=[CH:30][CH:29]=1.C(=O)([O-])[O-].[Cs+].[Cs+]. (3) Reactant: [Br:1][C:2]1[C:3]2[C:15]3[C:10](=[CH:11][CH:12]=[C:13]([Cl:16])[CH:14]=3)C=C[C:4]=2[S:5][C:6]=1[Cl:7].[OH2:17].C([O:21][CH2:22][CH3:23])(=O)C. Product: [Br:1][C:2]1[C:3]2[C:15]3[C:10](=[CH:11][CH:12]=[C:13]([Cl:16])[CH:14]=3)[C:23](=[O:17])[C:22](=[O:21])[C:4]=2[S:5][C:6]=1[Cl:7]. The catalyst class is: 15. (4) Reactant: [CH:1]12[CH2:7][CH:4]([CH:5]=[CH:6]1)[CH2:3][CH:2]2C[OH:9].C(N(CC)CC)C.[C:17](Cl)(=O)[CH:18]=[CH:19][C:20]1C=CC=[CH:22][CH:21]=1.[CH2:28]1[CH2:32][O:31][CH2:30][CH2:29]1. Product: [CH:1]12[CH2:7][CH:4]([CH:3]=[CH:2]1)[CH2:5][CH2:6]2.[CH3:22][C:21]1[CH:20]=[CH:19][CH:18]=[CH:17][C:32]=1[CH:28]=[CH:29][C:30]([O-:9])=[O:31]. The catalyst class is: 13. (5) Product: [Cl:18][C:4]1[C:5]2[C:10]3[CH2:11][CH2:12][CH2:13][CH2:14][C:9]=3[S:8][C:6]=2[N:7]=[C:2]([NH2:1])[N:3]=1. Reactant: [NH2:1][C:2]1[NH:3][C:4](=O)[C:5]2[C:10]3[CH2:11][CH2:12][CH2:13][CH2:14][C:9]=3[S:8][C:6]=2[N:7]=1.O=P(Cl)(Cl)[Cl:18].C(Cl)(Cl)Cl.CCCCCC. The catalyst class is: 152. (6) Reactant: Cl[Si](C)(C)C.Br[CH2:7][C:8]([O:10][CH2:11][CH3:12])=[O:9].[Cl:13][C:14]1[N:19]=[C:18]([NH:20][C@H:21]2[CH2:26][CH2:25][CH2:24][C:23](=[O:27])[CH2:22]2)[C:17]([F:28])=[CH:16][N:15]=1. Product: [Cl:13][C:14]1[N:19]=[C:18]([NH:20][C@H:21]2[CH2:26][CH2:25][CH2:24][C@:23]([CH2:7][C:8]([O:10][CH2:11][CH3:12])=[O:9])([OH:27])[CH2:22]2)[C:17]([F:28])=[CH:16][N:15]=1. The catalyst class is: 324. (7) Reactant: [CH2:1]([O:8][C@H:9]([CH3:24])[C@@H:10]([CH3:23])[O:11][C:12]1[C:17]([C:18]([F:21])([F:20])[F:19])=[CH:16][N:15]=[C:14](Cl)[N:13]=1)[C:2]1[CH:7]=[CH:6][CH:5]=[CH:4][CH:3]=1.[NH2:25][C:26]1[CH:31]=[CH:30][C:29]([S:32]([CH:41]2[CH2:43][CH2:42]2)(=[N:34][C:35](=[O:40])[C:36]([F:39])([F:38])[F:37])=[O:33])=[CH:28][CH:27]=1.Cl. Product: [CH2:1]([O:8][C@H:9]([CH3:24])[C@H:10]([O:11][C:12]1[C:17]([C:18]([F:21])([F:20])[F:19])=[CH:16][N:15]=[C:14]([NH:25][C:26]2[CH:27]=[CH:28][C:29]([S:32]([CH:41]3[CH2:43][CH2:42]3)(=[N:34][C:35](=[O:40])[C:36]([F:39])([F:37])[F:38])=[O:33])=[CH:30][CH:31]=2)[N:13]=1)[CH3:23])[C:2]1[CH:7]=[CH:6][CH:5]=[CH:4][CH:3]=1. The catalyst class is: 880. (8) Reactant: Cl.[Cl:2][C:3]1[CH:8]=[CH:7][C:6]([C:9]2[N:13]([C:14]3[CH:19]=[CH:18][CH:17]=[CH:16][C:15]=3[Cl:20])[N:12]=[C:11]([C:21](O)=[O:22])[C:10]=2[O:24][CH2:25][CH2:26][NH:27][CH2:28][C:29]([F:32])([F:31])[F:30])=[CH:5][CH:4]=1.C(N(CC)CC)C.C(OCC)C. Product: [Cl:2][C:3]1[CH:8]=[CH:7][C:6]([C:9]2[N:13]([C:14]3[CH:19]=[CH:18][CH:17]=[CH:16][C:15]=3[Cl:20])[N:12]=[C:11]3[C:10]=2[O:24][CH2:25][CH2:26][N:27]([CH2:28][C:29]([F:30])([F:32])[F:31])[C:21]3=[O:22])=[CH:5][CH:4]=1. The catalyst class is: 26.